Dataset: Full USPTO retrosynthesis dataset with 1.9M reactions from patents (1976-2016). Task: Predict the reactants needed to synthesize the given product. (1) Given the product [Br:30][C:24]1[C:23]2[C:27](=[CH:28][CH:29]=[C:21]([NH:20][C:16]([C:9]3[CH:8]([C:5]4[CH:6]=[CH:7][C:2]([Cl:1])=[CH:3][C:4]=4[F:19])[CH2:13][C:12](=[O:14])[NH:11][C:10]=3[CH3:15])=[O:18])[CH:22]=2)[NH:26][N:25]=1, predict the reactants needed to synthesize it. The reactants are: [Cl:1][C:2]1[CH:7]=[CH:6][C:5]([CH:8]2[CH2:13][C:12](=[O:14])[NH:11][C:10]([CH3:15])=[C:9]2[C:16]([OH:18])=O)=[C:4]([F:19])[CH:3]=1.[NH2:20][C:21]1[CH:22]=[C:23]2[C:27](=[CH:28][CH:29]=1)[NH:26][N:25]=[C:24]2[Br:30].C(Cl)CCl.CCN(CC)CC. (2) Given the product [N:1]1([S:11]([C:14]2[CH:15]=[C:16]([CH:20]=[CH:21][CH:22]=2)[C:17]([NH:32][C:30]2[S:31][C:27]3[CH:26]=[C:25]([O:24][CH3:23])[CH:34]=[CH:33][C:28]=3[N:29]=2)=[O:19])(=[O:13])=[O:12])[C:10]2[C:5](=[CH:6][CH:7]=[CH:8][CH:9]=2)[CH2:4][CH2:3][CH2:2]1, predict the reactants needed to synthesize it. The reactants are: [N:1]1([S:11]([C:14]2[CH:15]=[C:16]([CH:20]=[CH:21][CH:22]=2)[C:17]([OH:19])=O)(=[O:13])=[O:12])[C:10]2[C:5](=[CH:6][CH:7]=[CH:8][CH:9]=2)[CH2:4][CH2:3][CH2:2]1.[CH3:23][O:24][C:25]1[CH:34]=[CH:33][C:28]2[N:29]=[C:30]([NH2:32])[S:31][C:27]=2[CH:26]=1.